From a dataset of Forward reaction prediction with 1.9M reactions from USPTO patents (1976-2016). Predict the product of the given reaction. (1) The product is: [OH:4][CH2:1][C:2]#[C:3][C:6]1[CH:11]=[CH:10][C:9]([C:12]2[CH:17]=[CH:16][C:15]([C:18](=[O:30])[N:19]([CH:21]([C:26]([NH:28][CH3:29])=[O:27])[C:22]([O:24][CH3:25])=[O:23])[CH3:20])=[CH:14][CH:13]=2)=[CH:8][CH:7]=1. Given the reactants [CH2:1]([OH:4])[C:2]#[CH:3].I[C:6]1[CH:11]=[CH:10][C:9]([C:12]2[CH:17]=[CH:16][C:15]([C:18](=[O:30])[N:19]([CH:21]([C:26]([NH:28][CH3:29])=[O:27])[C:22]([O:24][CH3:25])=[O:23])[CH3:20])=[CH:14][CH:13]=2)=[CH:8][CH:7]=1, predict the reaction product. (2) Given the reactants Cl[C:2]1[CH:7]=[C:6]([O:8][C:9]2[C:18]3[C:13](=[CH:14][CH:15]=[CH:16][CH:17]=3)[C:12]([NH:19][C:20](=[O:26])[O:21][C:22]([CH3:25])([CH3:24])[CH3:23])=[CH:11][CH:10]=2)[CH:5]=[CH:4][N:3]=1.[CH3:27][O:28][C:29]1[CH:30]=[C:31]([CH:33]=[CH:34][CH:35]=1)[NH2:32].CC1(C)C2C(=C(P(C3C=CC=CC=3)C3C=CC=CC=3)C=CC=2)OC2C(P(C3C=CC=CC=3)C3C=CC=CC=3)=CC=CC1=2.C([O-])([O-])=O.[Cs+].[Cs+], predict the reaction product. The product is: [CH3:27][O:28][C:29]1[CH:30]=[C:31]([NH:32][C:2]2[CH:7]=[C:6]([O:8][C:9]3[C:18]4[C:13](=[CH:14][CH:15]=[CH:16][CH:17]=4)[C:12]([NH:19][C:20](=[O:26])[O:21][C:22]([CH3:24])([CH3:23])[CH3:25])=[CH:11][CH:10]=3)[CH:5]=[CH:4][N:3]=2)[CH:33]=[CH:34][CH:35]=1.